From a dataset of Catalyst prediction with 721,799 reactions and 888 catalyst types from USPTO. Predict which catalyst facilitates the given reaction. (1) Reactant: Br[C:2]1[CH:3]=[CH:4][C:5](O)=[C:6]([C:8]2[CH:17]=[CH:16][C:15]3[C:10](=[CH:11][CH:12]=[C:13]([C:18]4[N:22]([CH:23]5[CH2:28][CH2:27][CH2:26][CH2:25][CH2:24]5)[C:21]5[CH:29]=[CH:30][C:31]([C:33]([OH:35])=[O:34])=[CH:32][C:20]=5[N:19]=4)[CH:14]=3)[N:9]=2)[CH:7]=1.C(OC(C1C=C[C:45]2[N:46](C3CCCCC3)[C:47](C3C=CC(N)=C(C=O)C=3)=[N:48][C:44]=2C=1)=O)C.N1(C2C=CC(C(=O)C)=CC=2)C=CN=C1.[OH-].[K+]. Product: [CH:23]1([N:22]2[C:21]3[CH:29]=[CH:30][C:31]([C:33]([OH:35])=[O:34])=[CH:32][C:20]=3[N:19]=[C:18]2[C:13]2[CH:14]=[C:15]3[C:10](=[CH:11][CH:12]=2)[N:9]=[C:8]([C:6]2[CH:7]=[CH:2][C:3]([N:46]4[CH:45]=[CH:44][N:48]=[CH:47]4)=[CH:4][CH:5]=2)[CH:17]=[CH:16]3)[CH2:24][CH2:25][CH2:26][CH2:27][CH2:28]1. The catalyst class is: 8. (2) Reactant: C([O:8][C:9]1[CH:14]=[CH:13][C:12]([C:15]2[CH:20]=[CH:19][CH:18]=[C:17]([C:21]3[CH:26]=[CH:25][CH:24]=[C:23]([C:27]([F:30])([F:29])[F:28])[N:22]=3)[CH:16]=2)=[CH:11][C:10]=1[O:31][CH3:32])C1C=CC=CC=1.Br.C(O)(=O)C. Product: [CH3:32][O:31][C:10]1[CH:11]=[C:12]([C:15]2[CH:20]=[CH:19][CH:18]=[C:17]([C:21]3[CH:26]=[CH:25][CH:24]=[C:23]([C:27]([F:30])([F:28])[F:29])[N:22]=3)[CH:16]=2)[CH:13]=[CH:14][C:9]=1[OH:8]. The catalyst class is: 4. (3) Reactant: [CH3:1][O:2][C:3]1[CH:4]=[C:5]([CH:16]=[CH:17][CH:18]=1)[CH2:6][N:7]1[C:12]([CH3:13])=[CH:11][C:10]([OH:14])=[CH:9][C:8]1=[O:15].[I:19]N1C(=O)CCC1=O. Product: [CH3:1][O:2][C:3]1[CH:4]=[C:5]([CH:16]=[CH:17][CH:18]=1)[CH2:6][N:7]1[C:12]([CH3:13])=[CH:11][C:10]([OH:14])=[C:9]([I:19])[C:8]1=[O:15]. The catalyst class is: 10. (4) Reactant: [Cl:1][C:2]1[CH:7]=[CH:6][C:5]([CH:8]2[CH2:13][C:12](=[O:14])[CH2:11][C:10](=[O:15])[CH2:9]2)=[CH:4][CH:3]=1.[Br:16]Br. Product: [Br:16][CH:11]1[C:12](=[O:14])[CH2:13][CH:8]([C:5]2[CH:6]=[CH:7][C:2]([Cl:1])=[CH:3][CH:4]=2)[CH2:9][C:10]1=[O:15]. The catalyst class is: 52. (5) Reactant: [OH-].[K+].[CH3:3][C@H:4]1[CH2:13][CH:12]=[CH:11][C:6]2([CH2:10][CH2:9][CH2:8][CH2:7]2)[C@H:5]1[C:14]([O:16]CC)=[O:15].[OH-].[Na+]. Product: [CH3:3][CH:4]1[CH2:13][CH:12]=[CH:11][C:6]2([CH2:7][CH2:8][CH2:9][CH2:10]2)[CH:5]1[C:14]([OH:16])=[O:15]. The catalyst class is: 8. (6) Reactant: [Cl:1][C:2]1[N:11]=[C:10](Cl)[C:9]2[C:4](=[CH:5][CH:6]=[C:7]([O:13][CH3:14])[CH:8]=2)[N:3]=1.[OH-:15].[Na+]. Product: [Cl:1][C:2]1[N:11]=[C:10]([OH:15])[C:9]2[C:4](=[CH:5][CH:6]=[C:7]([O:13][CH3:14])[CH:8]=2)[N:3]=1. The catalyst class is: 20.